From a dataset of Catalyst prediction with 721,799 reactions and 888 catalyst types from USPTO. Predict which catalyst facilitates the given reaction. (1) Reactant: [CH2:1]([O:3][C:4](=[O:8])[CH:5](Br)[CH3:6])[CH3:2].[CH2:9]([NH2:16])[C:10]1[CH:15]=[CH:14][CH:13]=[CH:12][CH:11]=1.C(=O)([O-])[O-].[K+].[K+]. Product: [CH2:1]([O:3][C:4](=[O:8])[CH:5]([NH:16][CH2:9][C:10]1[CH:15]=[CH:14][CH:13]=[CH:12][CH:11]=1)[CH3:6])[CH3:2]. The catalyst class is: 23. (2) Reactant: C(=O)([O-])[O-].[K+].[K+].[CH2:7](Br)[CH2:8][CH2:9][CH2:10][CH2:11][CH2:12][CH2:13][CH2:14][CH2:15][CH3:16].[SH:18][CH:19]([OH:21])[CH3:20]. Product: [CH2:7]([S:18][CH:19]([OH:21])[CH3:20])[CH2:8][CH2:9][CH2:10][CH2:11][CH2:12][CH2:13][CH2:14][CH2:15][CH3:16]. The catalyst class is: 21. (3) Reactant: [OH:1][C:2]([C:4]([F:7])([F:6])[F:5])=[O:3].C([N:15]1[CH2:24][CH2:23][C:22]2[C:17](=[N:18][C:19]([N:29]3[CH2:34][CH2:33][CH:32]([O:35][C:36]4[CH:41]=[CH:40][C:39]([F:42])=[CH:38][C:37]=4[F:43])[CH2:31][CH2:30]3)=[C:20]([NH:25][CH:26]3[CH2:28][CH2:27]3)[N:21]=2)[CH:16]1[CH3:44])C1C=CC=CC=1.[H][H]. Product: [CH:26]1([NH:25][C:20]2[N:21]=[C:22]3[CH2:23][CH2:24][NH:15][CH:16]([CH3:44])[C:17]3=[N:18][C:19]=2[N:29]2[CH2:30][CH2:31][CH:32]([O:35][C:36]3[CH:41]=[CH:40][C:39]([F:42])=[CH:38][C:37]=3[F:43])[CH2:33][CH2:34]2)[CH2:28][CH2:27]1.[C:2]([OH:3])([C:4]([F:7])([F:6])[F:5])=[O:1]. The catalyst class is: 833.